This data is from NCI-60 drug combinations with 297,098 pairs across 59 cell lines. The task is: Regression. Given two drug SMILES strings and cell line genomic features, predict the synergy score measuring deviation from expected non-interaction effect. (1) Synergy scores: CSS=9.97, Synergy_ZIP=-1.49, Synergy_Bliss=-0.216, Synergy_Loewe=-10.3, Synergy_HSA=-1.92. Cell line: PC-3. Drug 1: C1CN1P(=S)(N2CC2)N3CC3. Drug 2: C1=CC=C(C(=C1)C(C2=CC=C(C=C2)Cl)C(Cl)Cl)Cl. (2) Drug 1: CN1CCC(CC1)COC2=C(C=C3C(=C2)N=CN=C3NC4=C(C=C(C=C4)Br)F)OC. Drug 2: C1=CN(C(=O)N=C1N)C2C(C(C(O2)CO)O)O.Cl. Cell line: TK-10. Synergy scores: CSS=39.4, Synergy_ZIP=-4.61, Synergy_Bliss=1.32, Synergy_Loewe=0.221, Synergy_HSA=5.15. (3) Drug 1: C1=NC2=C(N1)C(=S)N=C(N2)N. Drug 2: CC12CCC3C(C1CCC2O)C(CC4=C3C=CC(=C4)O)CCCCCCCCCS(=O)CCCC(C(F)(F)F)(F)F. Cell line: CAKI-1. Synergy scores: CSS=48.6, Synergy_ZIP=-0.562, Synergy_Bliss=-0.631, Synergy_Loewe=-0.116, Synergy_HSA=1.93.